From a dataset of hERG Central: cardiac toxicity at 1µM, 10µM, and general inhibition. Predict hERG channel inhibition at various concentrations. (1) The molecule is CCOc1ccc2oc(=O)cc(CN3CCN(Cc4ccccc4)CC3)c2c1. Results: hERG_inhib (hERG inhibition (general)): blocker. (2) The compound is O=C(CC1N=C2c3ccccc3N=C(SCc3ccc(F)cc3)N2C1=O)NCc1ccco1. Results: hERG_inhib (hERG inhibition (general)): blocker. (3) The compound is O=C(c1ccc(Br)c([N+](=O)[O-])c1)N1CCN(Cc2ccccc2)CC1. Results: hERG_inhib (hERG inhibition (general)): blocker.